Dataset: Aqueous solubility values for 9,982 compounds from the AqSolDB database. Task: Regression/Classification. Given a drug SMILES string, predict its absorption, distribution, metabolism, or excretion properties. Task type varies by dataset: regression for continuous measurements (e.g., permeability, clearance, half-life) or binary classification for categorical outcomes (e.g., BBB penetration, CYP inhibition). For this dataset (solubility_aqsoldb), we predict Y. (1) The molecule is CCCCCC(O)CC. The Y is -2.02 log mol/L. (2) The drug is O=S(=O)(Cl)c1ccccc1. The Y is -1.89 log mol/L. (3) The drug is CC(=O)Nc1cccc(C)c1. The Y is -2.09 log mol/L. (4) The drug is NC(=O)C[NH+](CC(=O)[O-])CC(=O)[O-]. The Y is -1.76 log mol/L. (5) The compound is O=C1NC(=O)C2(CCCCC2)C(=O)N1. The Y is -3.06 log mol/L. (6) The compound is Cc1ccc(C2(O)CCN(CCCC(=O)c3ccc(F)cc3)CC2)cc1. The Y is -4.35 log mol/L. (7) The compound is CC1CNCCN1. The Y is 0.638 log mol/L. (8) The molecule is O=[N+]([O-])c1ccc(Oc2ccc(Cl)cc2Cl)cc1. The Y is -5.45 log mol/L. (9) The Y is 1.12 log mol/L. The molecule is OCCCO. (10) The molecule is Cc1ccc(C=O)cc1C. The Y is -2.28 log mol/L.